Task: Regression. Given two drug SMILES strings and cell line genomic features, predict the synergy score measuring deviation from expected non-interaction effect.. Dataset: NCI-60 drug combinations with 297,098 pairs across 59 cell lines (1) Drug 2: CCCCCOC(=O)NC1=NC(=O)N(C=C1F)C2C(C(C(O2)C)O)O. Cell line: OVCAR3. Synergy scores: CSS=0.280, Synergy_ZIP=3.91, Synergy_Bliss=7.57, Synergy_Loewe=-5.13, Synergy_HSA=-5.15. Drug 1: C1C(C(OC1N2C=C(C(=O)NC2=O)F)CO)O. (2) Drug 1: CC1=C(C(CCC1)(C)C)C=CC(=CC=CC(=CC(=O)O)C)C. Drug 2: CC1=C(C=C(C=C1)C(=O)NC2=CC(=CC(=C2)C(F)(F)F)N3C=C(N=C3)C)NC4=NC=CC(=N4)C5=CN=CC=C5. Cell line: SR. Synergy scores: CSS=-5.99, Synergy_ZIP=2.64, Synergy_Bliss=1.25, Synergy_Loewe=-7.40, Synergy_HSA=-6.48. (3) Drug 1: C1=CC(=CC=C1CCCC(=O)O)N(CCCl)CCCl. Drug 2: C1=CN(C=N1)CC(O)(P(=O)(O)O)P(=O)(O)O. Cell line: HOP-92. Synergy scores: CSS=10.0, Synergy_ZIP=-12.2, Synergy_Bliss=-22.7, Synergy_Loewe=-18.8, Synergy_HSA=-18.6. (4) Drug 1: C1CCC(C1)C(CC#N)N2C=C(C=N2)C3=C4C=CNC4=NC=N3. Drug 2: C1=CN(C=N1)CC(O)(P(=O)(O)O)P(=O)(O)O. Cell line: RPMI-8226. Synergy scores: CSS=4.86, Synergy_ZIP=9.74, Synergy_Bliss=14.8, Synergy_Loewe=9.52, Synergy_HSA=9.04. (5) Drug 1: CC1C(C(CC(O1)OC2CC(CC3=C2C(=C4C(=C3O)C(=O)C5=C(C4=O)C(=CC=C5)OC)O)(C(=O)CO)O)N)O.Cl. Drug 2: C1=CC(=C2C(=C1NCCNCCO)C(=O)C3=C(C=CC(=C3C2=O)O)O)NCCNCCO. Cell line: NCI-H522. Synergy scores: CSS=50.7, Synergy_ZIP=3.48, Synergy_Bliss=4.72, Synergy_Loewe=-7.73, Synergy_HSA=6.52. (6) Drug 1: COCCOC1=C(C=C2C(=C1)C(=NC=N2)NC3=CC=CC(=C3)C#C)OCCOC. Drug 2: C1=CC(=C(C=C1I)F)NC2=C(C=CC(=C2F)F)C(=O)NOCC(CO)O. Cell line: SW-620. Synergy scores: CSS=50.7, Synergy_ZIP=-1.45, Synergy_Bliss=-2.90, Synergy_Loewe=-12.9, Synergy_HSA=-0.552.